From a dataset of Full USPTO retrosynthesis dataset with 1.9M reactions from patents (1976-2016). Predict the reactants needed to synthesize the given product. (1) The reactants are: [OH-].[Na+].FC(F)(F)C([NH:7][C@H:8]1[CH2:13][CH2:12][CH2:11][CH2:10][C@H:9]1[NH:14][C:15](=[O:21])[O:16][C:17]([CH3:20])([CH3:19])[CH3:18])=O. Given the product [NH2:7][C@H:8]1[CH2:13][CH2:12][CH2:11][CH2:10][C@H:9]1[NH:14][C:15](=[O:21])[O:16][C:17]([CH3:19])([CH3:18])[CH3:20], predict the reactants needed to synthesize it. (2) Given the product [Cl:4][C:5]1[C:6]([CH:23]([C:25]2[CH:30]=[CH:29][CH:28]=[C:27]([O:31][CH3:32])[C:26]=2[O:33][CH3:34])[OH:24])=[C:7]([N:11]([CH2:12][C:13]2[CH:18]=[CH:17][C:16]([O:19][CH3:20])=[CH:15][C:14]=2[O:21][CH3:22])[C:41](=[O:49])/[CH:42]=[CH:43]/[C:44]([O:46][CH2:47][CH3:48])=[O:45])[CH:8]=[CH:9][CH:10]=1, predict the reactants needed to synthesize it. The reactants are: ClCCl.[Cl:4][C:5]1[CH:10]=[CH:9][CH:8]=[C:7]([NH:11][CH2:12][C:13]2[CH:18]=[CH:17][C:16]([O:19][CH3:20])=[CH:15][C:14]=2[O:21][CH3:22])[C:6]=1[CH:23]([C:25]1[CH:30]=[CH:29][CH:28]=[C:27]([O:31][CH3:32])[C:26]=1[O:33][CH3:34])[OH:24].C(=O)([O-])O.[Na+].Cl[C:41](=[O:49])/[CH:42]=[CH:43]/[C:44]([O:46][CH2:47][CH3:48])=[O:45]. (3) Given the product [C:16]([O:15][C:13]([NH:1][C@@H:2]([CH2:3][CH:4]([CH2:31][C:32]#[N:33])[C:5]([O:6][CH3:7])=[O:8])[C:9]([O:11][CH3:12])=[O:10])=[O:14])([CH3:19])([CH3:18])[CH3:17], predict the reactants needed to synthesize it. The reactants are: [NH:1]([C:13]([O:15][C:16]([CH3:19])([CH3:18])[CH3:17])=[O:14])[C@H:2]([C:9]([O:11][CH3:12])=[O:10])[CH2:3][CH2:4][C:5](=[O:8])[O:6][CH3:7].[Li+].C[Si]([N-][Si](C)(C)C)(C)C.Br[CH2:31][C:32]#[N:33].